This data is from Forward reaction prediction with 1.9M reactions from USPTO patents (1976-2016). The task is: Predict the product of the given reaction. Given the reactants [CH3:1][C:2]([CH3:16])([CH2:8][O:9][CH:10]1[CH2:15][CH2:14][CH2:13][CH2:12][O:11]1)[CH2:3][CH2:4][CH2:5][CH2:6][NH2:7].O=C1CCC(=O)N1[O:24][C:25](=O)[CH2:26][CH2:27][CH2:28][CH2:29][C:30]([CH3:40])([CH3:39])[CH2:31][O:32][CH:33]1[CH2:38][CH2:37][CH2:36][CH2:35][O:34]1, predict the reaction product. The product is: [CH3:1][C:2]([CH3:16])([CH2:8][O:9][CH:10]1[CH2:15][CH2:14][CH2:13][CH2:12][O:11]1)[CH2:3][CH2:4][CH2:5][CH2:6][NH:7][C:25](=[O:24])[CH2:26][CH2:27][CH2:28][CH2:29][C:30]([CH3:39])([CH3:40])[CH2:31][O:32][CH:33]1[CH2:38][CH2:37][CH2:36][CH2:35][O:34]1.